From a dataset of Forward reaction prediction with 1.9M reactions from USPTO patents (1976-2016). Predict the product of the given reaction. (1) The product is: [Cl:37][C:29]1[N:28]=[C:22]([NH:23][CH:1]([C@H:4]2[O:9][CH2:8][CH2:7][N:6]([C:10]([O:12][C:13]([CH3:16])([CH3:15])[CH3:14])=[O:11])[CH2:5]2)[CH3:2])[C:32]2=[N:33][CH:34]=[CH:35][N:36]=[C:31]2[CH:30]=1. Given the reactants [C:1]([C@H:4]1[O:9][CH2:8][CH2:7][N:6]([C:10]([O:12][C:13]([CH3:16])([CH3:15])[CH3:14])=[O:11])[CH2:5]1)(=O)[CH3:2].C([O-])(=O)C.[NH4+].[C:22]([BH3-])#[N:23].[Na+].ClC1[C:32]2=[N:33][CH:34]=[CH:35][N:36]=[C:31]2[CH:30]=[C:29]([Cl:37])[N:28]=1.CCN(C(C)C)C(C)C, predict the reaction product. (2) Given the reactants [CH3:1][CH2:2][CH2:3][CH2:4][CH2:5][C@H:6]1O[C@H:7]1[CH2:9]/[CH:10]=[CH:11]\CCCCCCCC(O)=O.C(O)CCCCCCCCCO.O, predict the reaction product. The product is: [CH3:1][CH2:2][CH2:3][CH2:4][CH2:5][CH2:6][CH2:7][CH2:9][CH2:10][CH3:11]. (3) Given the reactants [O:1]1[CH:5]=[CH:4][CH:3]=[C:2]1[C:6]1(O)[C:10]2[C:11]([CH3:31])=[C:12]([N:17]3[CH2:22][CH2:21][N:20]([C:23]4[CH:28]=[CH:27][C:26]([O:29][CH3:30])=[CH:25][CH:24]=4)[CH2:19][CH2:18]3)[C:13]([CH3:16])=[C:14]([CH3:15])[C:9]=2[O:8][C:7]1([CH3:33])[CH3:32], predict the reaction product. The product is: [O:1]1[CH:5]=[CH:4][CH:3]=[C:2]1[CH:6]1[C:10]2[C:11]([CH3:31])=[C:12]([N:17]3[CH2:18][CH2:19][N:20]([C:23]4[CH:28]=[CH:27][C:26]([O:29][CH3:30])=[CH:25][CH:24]=4)[CH2:21][CH2:22]3)[C:13]([CH3:16])=[C:14]([CH3:15])[C:9]=2[O:8][C:7]1([CH3:33])[CH3:32]. (4) The product is: [CH3:1][C:2]1[C:10]([O:11][CH:17]2[CH2:18][CH2:13][CH2:14][N:15]([C:19]([O:21][C:22]([CH3:25])([CH3:24])[CH3:23])=[O:20])[CH2:16]2)=[CH:9][CH:8]=[C:7]2[C:3]=1[CH:4]=[N:5][NH:6]2.[OH:12][CH:13]1[CH2:18][CH2:17][CH2:16][N:15]([C:19]([O:21][C:22]([CH3:25])([CH3:24])[CH3:23])=[O:20])[CH2:14]1. Given the reactants [CH3:1][C:2]1[C:10]([OH:11])=[CH:9][CH:8]=[C:7]2[C:3]=1[CH:4]=[N:5][NH:6]2.[OH:12][CH:13]1[CH2:18][CH2:17][CH2:16][N:15]([C:19]([O:21][C:22]([CH3:25])([CH3:24])[CH3:23])=[O:20])[CH2:14]1, predict the reaction product.